Task: Regression. Given a peptide amino acid sequence and an MHC pseudo amino acid sequence, predict their binding affinity value. This is MHC class II binding data.. Dataset: Peptide-MHC class II binding affinity with 134,281 pairs from IEDB (1) The peptide sequence is KAFVLDSDNLIPKVV. The MHC is HLA-DPA10201-DPB10101 with pseudo-sequence HLA-DPA10201-DPB10101. The binding affinity (normalized) is 0.543. (2) The peptide sequence is TIPNIMFFSTMKRPS. The MHC is HLA-DQA10101-DQB10501 with pseudo-sequence HLA-DQA10101-DQB10501. The binding affinity (normalized) is 0.166. (3) The peptide sequence is KIDAAFKVAATAAAT. The MHC is HLA-DQA10301-DQB10302 with pseudo-sequence HLA-DQA10301-DQB10302. The binding affinity (normalized) is 0.391. (4) The peptide sequence is EVVNDVSTFSSGLVW. The MHC is HLA-DPA10103-DPB10301 with pseudo-sequence HLA-DPA10103-DPB10301. The binding affinity (normalized) is 0.295. (5) The peptide sequence is IFFMSPKGISRMSMA. The MHC is DRB1_1302 with pseudo-sequence DRB1_1302. The binding affinity (normalized) is 0.224. (6) The peptide sequence is LFDQSLTELLQRDPE. The MHC is DRB1_0101 with pseudo-sequence DRB1_0101. The binding affinity (normalized) is 0.422. (7) The peptide sequence is QVNTSKTGINENYAK. The MHC is DRB5_0101 with pseudo-sequence DRB5_0101. The binding affinity (normalized) is 0.174. (8) The peptide sequence is LVVRMYLSSQAIRLV. The MHC is HLA-DPA10201-DPB11401 with pseudo-sequence HLA-DPA10201-DPB11401. The binding affinity (normalized) is 0.981.